From a dataset of NCI-60 drug combinations with 297,098 pairs across 59 cell lines. Regression. Given two drug SMILES strings and cell line genomic features, predict the synergy score measuring deviation from expected non-interaction effect. (1) Drug 1: CCC1(CC2CC(C3=C(CCN(C2)C1)C4=CC=CC=C4N3)(C5=C(C=C6C(=C5)C78CCN9C7C(C=CC9)(C(C(C8N6C=O)(C(=O)OC)O)OC(=O)C)CC)OC)C(=O)OC)O.OS(=O)(=O)O. Drug 2: CC1C(C(CC(O1)OC2CC(OC(C2O)C)OC3=CC4=CC5=C(C(=O)C(C(C5)C(C(=O)C(C(C)O)O)OC)OC6CC(C(C(O6)C)O)OC7CC(C(C(O7)C)O)OC8CC(C(C(O8)C)O)(C)O)C(=C4C(=C3C)O)O)O)O. Cell line: NCI-H460. Synergy scores: CSS=5.15, Synergy_ZIP=1.65, Synergy_Bliss=-0.135, Synergy_Loewe=-13.1, Synergy_HSA=-3.59. (2) Drug 1: C1=NC2=C(N1)C(=S)N=C(N2)N. Drug 2: CC1C(C(CC(O1)OC2CC(OC(C2O)C)OC3=CC4=CC5=C(C(=O)C(C(C5)C(C(=O)C(C(C)O)O)OC)OC6CC(C(C(O6)C)O)OC7CC(C(C(O7)C)O)OC8CC(C(C(O8)C)O)(C)O)C(=C4C(=C3C)O)O)O)O. Cell line: SK-MEL-28. Synergy scores: CSS=4.67, Synergy_ZIP=-3.43, Synergy_Bliss=-0.456, Synergy_Loewe=-2.31, Synergy_HSA=-2.16. (3) Drug 1: CCC1=CC2CC(C3=C(CN(C2)C1)C4=CC=CC=C4N3)(C5=C(C=C6C(=C5)C78CCN9C7C(C=CC9)(C(C(C8N6C)(C(=O)OC)O)OC(=O)C)CC)OC)C(=O)OC.C(C(C(=O)O)O)(C(=O)O)O. Drug 2: CCN(CC)CCNC(=O)C1=C(NC(=C1C)C=C2C3=C(C=CC(=C3)F)NC2=O)C. Cell line: SN12C. Synergy scores: CSS=35.3, Synergy_ZIP=-1.35, Synergy_Bliss=-1.68, Synergy_Loewe=-4.19, Synergy_HSA=0.0699. (4) Drug 1: CC1=C2C(C(=O)C3(C(CC4C(C3C(C(C2(C)C)(CC1OC(=O)C(C(C5=CC=CC=C5)NC(=O)OC(C)(C)C)O)O)OC(=O)C6=CC=CC=C6)(CO4)OC(=O)C)OC)C)OC. Drug 2: CC1=C2C(C(=O)C3(C(CC4C(C3C(C(C2(C)C)(CC1OC(=O)C(C(C5=CC=CC=C5)NC(=O)C6=CC=CC=C6)O)O)OC(=O)C7=CC=CC=C7)(CO4)OC(=O)C)O)C)OC(=O)C. Cell line: OVCAR-5. Synergy scores: CSS=67.0, Synergy_ZIP=1.93, Synergy_Bliss=1.13, Synergy_Loewe=1.14, Synergy_HSA=5.38. (5) Synergy scores: CSS=15.6, Synergy_ZIP=-9.64, Synergy_Bliss=-3.36, Synergy_Loewe=-9.92, Synergy_HSA=-1.30. Drug 1: CCC1(CC2CC(C3=C(CCN(C2)C1)C4=CC=CC=C4N3)(C5=C(C=C6C(=C5)C78CCN9C7C(C=CC9)(C(C(C8N6C)(C(=O)OC)O)OC(=O)C)CC)OC)C(=O)OC)O.OS(=O)(=O)O. Cell line: ACHN. Drug 2: C1=NC2=C(N=C(N=C2N1C3C(C(C(O3)CO)O)F)Cl)N. (6) Drug 1: C1=NC2=C(N1)C(=S)N=CN2. Drug 2: CN(CCCl)CCCl.Cl. Cell line: NCI-H322M. Synergy scores: CSS=38.3, Synergy_ZIP=-4.78, Synergy_Bliss=-2.28, Synergy_Loewe=-30.9, Synergy_HSA=-3.64. (7) Drug 1: C1CN1C2=NC(=NC(=N2)N3CC3)N4CC4. Drug 2: CN(C)C1=NC(=NC(=N1)N(C)C)N(C)C. Cell line: RPMI-8226. Synergy scores: CSS=42.1, Synergy_ZIP=-2.39, Synergy_Bliss=-4.75, Synergy_Loewe=-3.32, Synergy_HSA=-3.07. (8) Drug 1: C1CC(=O)NC(=O)C1N2C(=O)C3=CC=CC=C3C2=O. Drug 2: COCCOC1=C(C=C2C(=C1)C(=NC=N2)NC3=CC=CC(=C3)C#C)OCCOC.Cl. Cell line: A549. Synergy scores: CSS=13.5, Synergy_ZIP=-2.80, Synergy_Bliss=-0.784, Synergy_Loewe=-5.53, Synergy_HSA=0.809.